From a dataset of Catalyst prediction with 721,799 reactions and 888 catalyst types from USPTO. Predict which catalyst facilitates the given reaction. (1) Reactant: [NH:1]1[CH:7]=[CH:6][CH:5]=[CH:4][CH:3]=[C:2]1[C:8]1[O:9][CH2:10][C:11](=[O:20])[C:12]=1[C:13]([O:15][CH2:16][CH2:17][O:18][CH3:19])=[O:14].[NH:21]1[C:29]2[C:24](=[CH:25][CH:26]=[CH:27][N:28]=2)[C:23]([CH:30]=O)=[CH:22]1. Product: [NH:21]1[C:29]2=[N:28][CH:27]=[CH:26][CH:25]=[C:24]2[C:23]([CH:30]=[C:10]2[O:9][C:8]([C:2]3[NH:1][CH:7]=[CH:6][CH:5]=[CH:4][CH:3]=3)=[C:12]([C:13]([O:15][CH2:16][CH2:17][O:18][CH3:19])=[O:14])[C:11]2=[O:20])=[CH:22]1. The catalyst class is: 8. (2) Product: [CH3:19][C@H:10]([C:7]1[CH:8]=[CH:9][C:4]([NH:1][C:31]([C:30]2[CH:29]=[C:28]([F:27])[CH:36]=[C:35]([F:37])[CH:34]=2)=[O:32])=[CH:5][CH:6]=1)[CH2:11][NH:12][S:13]([CH:16]([CH3:18])[CH3:17])(=[O:15])=[O:14]. Reactant: [N+:1]([C:4]1[CH:9]=[CH:8][C:7]([C@@H:10]([CH3:19])[CH2:11][NH:12][S:13]([CH:16]([CH3:18])[CH3:17])(=[O:15])=[O:14])=[CH:6][CH:5]=1)([O-])=O.C(N(CC)CC)C.[F:27][C:28]1[CH:29]=[C:30]([CH:34]=[C:35]([F:37])[CH:36]=1)[C:31](Cl)=[O:32]. The catalyst class is: 2.